Dataset: NCI-60 drug combinations with 297,098 pairs across 59 cell lines. Task: Regression. Given two drug SMILES strings and cell line genomic features, predict the synergy score measuring deviation from expected non-interaction effect. (1) Drug 1: C1=NC2=C(N1)C(=S)N=CN2. Drug 2: C1=NNC2=C1C(=O)NC=N2. Cell line: SF-295. Synergy scores: CSS=49.9, Synergy_ZIP=0.713, Synergy_Bliss=1.97, Synergy_Loewe=-20.5, Synergy_HSA=2.15. (2) Drug 2: CC1=CC=C(C=C1)C2=CC(=NN2C3=CC=C(C=C3)S(=O)(=O)N)C(F)(F)F. Cell line: SK-MEL-28. Drug 1: CC12CCC3C(C1CCC2=O)CC(=C)C4=CC(=O)C=CC34C. Synergy scores: CSS=26.6, Synergy_ZIP=4.41, Synergy_Bliss=4.31, Synergy_Loewe=3.08, Synergy_HSA=2.76. (3) Drug 1: CN1CCC(CC1)COC2=C(C=C3C(=C2)N=CN=C3NC4=C(C=C(C=C4)Br)F)OC. Drug 2: CC1=C(C=C(C=C1)NC2=NC=CC(=N2)N(C)C3=CC4=NN(C(=C4C=C3)C)C)S(=O)(=O)N.Cl. Cell line: UACC-257. Synergy scores: CSS=18.5, Synergy_ZIP=1.77, Synergy_Bliss=11.7, Synergy_Loewe=10.3, Synergy_HSA=10.2. (4) Drug 1: CCC1(CC2CC(C3=C(CCN(C2)C1)C4=CC=CC=C4N3)(C5=C(C=C6C(=C5)C78CCN9C7C(C=CC9)(C(C(C8N6C=O)(C(=O)OC)O)OC(=O)C)CC)OC)C(=O)OC)O.OS(=O)(=O)O. Drug 2: CC12CCC3C(C1CCC2O)C(CC4=C3C=CC(=C4)O)CCCCCCCCCS(=O)CCCC(C(F)(F)F)(F)F. Cell line: DU-145. Synergy scores: CSS=31.8, Synergy_ZIP=11.3, Synergy_Bliss=15.6, Synergy_Loewe=11.9, Synergy_HSA=14.0. (5) Cell line: SW-620. Drug 2: CN1C(=O)N2C=NC(=C2N=N1)C(=O)N. Synergy scores: CSS=53.5, Synergy_ZIP=0.239, Synergy_Bliss=-1.53, Synergy_Loewe=0.418, Synergy_HSA=5.55. Drug 1: CC1=C2C(C(=O)C3(C(CC4C(C3C(C(C2(C)C)(CC1OC(=O)C(C(C5=CC=CC=C5)NC(=O)C6=CC=CC=C6)O)O)OC(=O)C7=CC=CC=C7)(CO4)OC(=O)C)O)C)OC(=O)C. (6) Drug 1: CC1=CC=C(C=C1)C2=CC(=NN2C3=CC=C(C=C3)S(=O)(=O)N)C(F)(F)F. Drug 2: COC1=C2C(=CC3=C1OC=C3)C=CC(=O)O2. Cell line: A549. Synergy scores: CSS=3.83, Synergy_ZIP=0.616, Synergy_Bliss=2.89, Synergy_Loewe=0.148, Synergy_HSA=0.495. (7) Drug 2: C1CC(C1)(C(=O)O)C(=O)O.[NH2-].[NH2-].[Pt+2]. Cell line: OVCAR3. Drug 1: CCC(=C(C1=CC=CC=C1)C2=CC=C(C=C2)OCCN(C)C)C3=CC=CC=C3.C(C(=O)O)C(CC(=O)O)(C(=O)O)O. Synergy scores: CSS=6.80, Synergy_ZIP=0.695, Synergy_Bliss=3.73, Synergy_Loewe=1.40, Synergy_HSA=3.23.